This data is from Reaction yield outcomes from USPTO patents with 853,638 reactions. The task is: Predict the reaction yield, written as a fraction of the theoretical maximum amount of product (1.0 means a 100% yield; for example, 0.34 means a 34% yield). (1) The reactants are [Br:1][C:2]1[C:3]([NH:9][C:10]2[CH:19]=[CH:18][CH:17]=[CH:16][C:11]=2[C:12]([NH:14][CH3:15])=[O:13])=[N:4][C:5](Cl)=[N:6][CH:7]=1.[NH2:20][C:21]1[C:33]([O:34][CH3:35])=[CH:32][C:24]2[CH2:25][CH2:26][O:27][C:28](=[O:31])[N:29]([CH3:30])[C:23]=2[CH:22]=1. No catalyst specified. The product is [Br:1][C:2]1[C:3]([NH:9][C:10]2[CH:19]=[CH:18][CH:17]=[CH:16][C:11]=2[C:12]([NH:14][CH3:15])=[O:13])=[N:4][C:5]([NH:20][C:21]2[C:33]([O:34][CH3:35])=[CH:32][C:24]3[CH2:25][CH2:26][O:27][C:28](=[O:31])[N:29]([CH3:30])[C:23]=3[CH:22]=2)=[N:6][CH:7]=1. The yield is 0.300. (2) The product is [CH2:1]([O:3][C:4](=[O:11])[CH2:5][N:6]([C:17]([O:16][C:13]([CH3:15])([CH3:14])[CH3:12])=[O:18])[CH2:7][CH2:8][CH2:9][OH:10])[CH3:2]. The catalyst is C(Cl)Cl. The yield is 1.00. The reactants are [CH2:1]([O:3][C:4](=[O:11])[CH2:5][NH:6][CH2:7][CH2:8][CH2:9][OH:10])[CH3:2].[CH3:12][C:13]([O:16][C:17](O[C:17]([O:16][C:13]([CH3:15])([CH3:14])[CH3:12])=[O:18])=[O:18])([CH3:15])[CH3:14]. (3) The reactants are [CH:1]1([S:4]([N:7]2[C:11]3=[CH:12][C:13]4[S:17][N:16]=[N:15][C:14]=4[C:18]([F:19])=[C:10]3[N:9]([C:20]3[CH:25]=[CH:24][C:23]([I:26])=[CH:22][C:21]=3[F:27])C2=O)(=[O:6])=[O:5])[CH2:3][CH2:2]1.C[Si](C)(C)[O-].[K+]. The catalyst is C1COCC1. The product is [F:19][C:18]1[C:14]2[N:15]=[N:16][S:17][C:13]=2[CH:12]=[C:11]([NH:7][S:4]([CH:1]2[CH2:3][CH2:2]2)(=[O:5])=[O:6])[C:10]=1[NH:9][C:20]1[CH:25]=[CH:24][C:23]([I:26])=[CH:22][C:21]=1[F:27]. The yield is 0.601. (4) The reactants are [Br:1][C:2]1[CH:3]=[C:4]([CH:8]=[O:9])[CH:5]=[N:6][CH:7]=1.[BH4-].[Na+]. The catalyst is CO. The product is [Br:1][C:2]1[CH:3]=[C:4]([CH2:8][OH:9])[CH:5]=[N:6][CH:7]=1. The yield is 0.900. (5) The reactants are [Cl:1][C:2]1[CH:7]=[CH:6][C:5]([C:8]2[N:12]([CH2:13][C:14]([N:16]3[CH2:21][CH2:20][O:19][CH2:18][CH2:17]3)=[O:15])[C:11]3[CH:22]=[C:23]([C:25]([OH:27])=O)[S:24][C:10]=3[C:9]=2[CH:28]2[CH2:33][CH2:32][CH2:31][CH2:30][CH2:29]2)=[CH:4][CH:3]=1.CN.C[CH2:37][N:38](C(C)C)C(C)C.CN(C(ON1N=NC2C=CC=NC1=2)=[N+](C)C)C.F[P-](F)(F)(F)(F)F. The catalyst is C(Cl)Cl. The product is [Cl:1][C:2]1[CH:7]=[CH:6][C:5]([C:8]2[N:12]([CH2:13][C:14]([N:16]3[CH2:17][CH2:18][O:19][CH2:20][CH2:21]3)=[O:15])[C:11]3[CH:22]=[C:23]([C:25]([NH:38][CH3:37])=[O:27])[S:24][C:10]=3[C:9]=2[CH:28]2[CH2:29][CH2:30][CH2:31][CH2:32][CH2:33]2)=[CH:4][CH:3]=1. The yield is 0.740.